This data is from Forward reaction prediction with 1.9M reactions from USPTO patents (1976-2016). The task is: Predict the product of the given reaction. (1) Given the reactants [OH:1][C:2]1[CH:10]=[CH:9][CH:8]=[C:4]([C:5]([OH:7])=[O:6])[C:3]=1[NH2:11].[CH3:12][C:13]1[CH:21]=[CH:20][C:16]([C:17](Cl)=O)=[CH:15][CH:14]=1.N1C=CC=CC=1.Cl.CC1C=CC(S(O)(=O)=O)=CC=1, predict the reaction product. The product is: [C:13]1([CH3:12])[CH:21]=[CH:20][C:16]([C:17]2[O:1][C:2]3[C:3](=[C:4]([C:5]([OH:7])=[O:6])[CH:8]=[CH:9][CH:10]=3)[N:11]=2)=[CH:15][CH:14]=1. (2) Given the reactants [NH3:1].[CH2:2]([O:4][C:5]([C:7]1[C:8]2[S:16][CH:15]=[C:14]([CH2:17][O:18][C:19]3[CH:24]=[CH:23][CH:22]=[C:21]([O:25][CH2:26][CH2:27][C:28]4[CH:33]=[CH:32][C:31]([Cl:34])=[CH:30][CH:29]=4)[CH:20]=3)[C:9]=2[C:10](Cl)=[N:11][CH:12]=1)=[O:6])[CH3:3], predict the reaction product. The product is: [CH2:2]([O:4][C:5]([C:7]1[C:8]2[S:16][CH:15]=[C:14]([CH2:17][O:18][C:19]3[CH:24]=[CH:23][CH:22]=[C:21]([O:25][CH2:26][CH2:27][C:28]4[CH:33]=[CH:32][C:31]([Cl:34])=[CH:30][CH:29]=4)[CH:20]=3)[C:9]=2[C:10]([NH2:1])=[N:11][CH:12]=1)=[O:6])[CH3:3]. (3) Given the reactants [CH3:1][C:2]1[O:6][N:5]=[C:4]([C:7]2[CH:12]=[CH:11][CH:10]=[CH:9][CH:8]=2)[C:3]=1[CH2:13][O:14][C:15]1[CH:23]=[CH:22][C:18]([C:19]([OH:21])=O)=[CH:17][N:16]=1.Cl.[C:25]([O:29][C:30](=[O:33])[CH2:31][NH2:32])([CH3:28])([CH3:27])[CH3:26], predict the reaction product. The product is: [C:25]([O:29][C:30](=[O:33])[CH2:31][NH:32][C:19]([C:18]1[CH:17]=[N:16][C:15]([O:14][CH2:13][C:3]2[C:4]([C:7]3[CH:8]=[CH:9][CH:10]=[CH:11][CH:12]=3)=[N:5][O:6][C:2]=2[CH3:1])=[CH:23][CH:22]=1)=[O:21])([CH3:28])([CH3:27])[CH3:26]. (4) The product is: [CH:1]([O:4][C:5]1[C:14]2[C:9](=[CH:10][C:11]([N:30]3[CH2:35][CH2:34][O:33][CH2:32][CH2:31]3)=[CH:12][CH:13]=2)[CH:8]=[C:7]([NH:23][C:24]2[CH:28]=[C:27]([CH3:29])[NH:26][N:25]=2)[N:6]=1)([CH3:3])[CH3:2]. Given the reactants [CH:1]([O:4][C:5]1[C:14]2[C:9](=[CH:10][C:11](OS(C(F)(F)F)(=O)=O)=[CH:12][CH:13]=2)[CH:8]=[C:7]([NH:23][C:24]2[CH:28]=[C:27]([CH3:29])[NH:26][N:25]=2)[N:6]=1)([CH3:3])[CH3:2].[NH:30]1[CH2:35][CH2:34][O:33][CH2:32][CH2:31]1, predict the reaction product. (5) Given the reactants Br[C:2]1[C:3]([Cl:8])=[N:4][N:5]([CH3:7])[CH:6]=1.[Cl:9][C:10]1[C:15]([F:16])=[CH:14][CH:13]=[C:12]([O:17][CH3:18])[C:11]=1[C@H:19]([C:21]1[C:29]2[C:24](=[N:25][CH:26]=[C:27](B3OC(C)(C)C(C)(C)O3)[CH:28]=2)[NH:23][CH:22]=1)[CH3:20].C(=O)([O-])[O-].[K+].[K+], predict the reaction product. The product is: [Cl:9][C:10]1[C:15]([F:16])=[CH:14][CH:13]=[C:12]([O:17][CH3:18])[C:11]=1[C@H:19]([C:21]1[C:29]2[C:24](=[N:25][CH:26]=[C:27]([C:2]3[C:3]([Cl:8])=[N:4][N:5]([CH3:7])[CH:6]=3)[CH:28]=2)[NH:23][CH:22]=1)[CH3:20].